This data is from NCI-60 drug combinations with 297,098 pairs across 59 cell lines. The task is: Regression. Given two drug SMILES strings and cell line genomic features, predict the synergy score measuring deviation from expected non-interaction effect. (1) Drug 1: C1=C(C(=O)NC(=O)N1)N(CCCl)CCCl. Drug 2: CN(CC1=CN=C2C(=N1)C(=NC(=N2)N)N)C3=CC=C(C=C3)C(=O)NC(CCC(=O)O)C(=O)O. Cell line: LOX IMVI. Synergy scores: CSS=52.0, Synergy_ZIP=-6.93, Synergy_Bliss=-9.59, Synergy_Loewe=-5.90, Synergy_HSA=-3.71. (2) Drug 1: CCC1=CC2CC(C3=C(CN(C2)C1)C4=CC=CC=C4N3)(C5=C(C=C6C(=C5)C78CCN9C7C(C=CC9)(C(C(C8N6C)(C(=O)OC)O)OC(=O)C)CC)OC)C(=O)OC.C(C(C(=O)O)O)(C(=O)O)O. Drug 2: B(C(CC(C)C)NC(=O)C(CC1=CC=CC=C1)NC(=O)C2=NC=CN=C2)(O)O. Cell line: SN12C. Synergy scores: CSS=40.0, Synergy_ZIP=-1.43, Synergy_Bliss=-1.85, Synergy_Loewe=1.11, Synergy_HSA=0.763. (3) Drug 1: CC=C1C(=O)NC(C(=O)OC2CC(=O)NC(C(=O)NC(CSSCCC=C2)C(=O)N1)C(C)C)C(C)C. Drug 2: C1=CC=C(C=C1)NC(=O)CCCCCCC(=O)NO. Cell line: MALME-3M. Synergy scores: CSS=58.0, Synergy_ZIP=3.07, Synergy_Bliss=2.72, Synergy_Loewe=-5.60, Synergy_HSA=4.63.